From a dataset of NCI-60 drug combinations with 297,098 pairs across 59 cell lines. Regression. Given two drug SMILES strings and cell line genomic features, predict the synergy score measuring deviation from expected non-interaction effect. (1) Drug 1: COC1=NC(=NC2=C1N=CN2C3C(C(C(O3)CO)O)O)N. Drug 2: CC(C)NC(=O)C1=CC=C(C=C1)CNNC.Cl. Cell line: RXF 393. Synergy scores: CSS=0.114, Synergy_ZIP=1.72, Synergy_Bliss=3.94, Synergy_Loewe=1.14, Synergy_HSA=1.58. (2) Drug 1: COC1=CC(=CC(=C1O)OC)C2C3C(COC3=O)C(C4=CC5=C(C=C24)OCO5)OC6C(C(C7C(O6)COC(O7)C8=CC=CS8)O)O. Drug 2: C1=CC=C(C(=C1)C(C2=CC=C(C=C2)Cl)C(Cl)Cl)Cl. Cell line: NCI-H322M. Synergy scores: CSS=3.02, Synergy_ZIP=0.170, Synergy_Bliss=4.00, Synergy_Loewe=-2.22, Synergy_HSA=3.67.